This data is from Peptide-MHC class I binding affinity with 185,985 pairs from IEDB/IMGT. The task is: Regression. Given a peptide amino acid sequence and an MHC pseudo amino acid sequence, predict their binding affinity value. This is MHC class I binding data. The MHC is HLA-A02:02 with pseudo-sequence HLA-A02:02. The binding affinity (normalized) is 0.135. The peptide sequence is LQQNNSFII.